Dataset: Peptide-MHC class I binding affinity with 185,985 pairs from IEDB/IMGT. Task: Regression. Given a peptide amino acid sequence and an MHC pseudo amino acid sequence, predict their binding affinity value. This is MHC class I binding data. (1) The peptide sequence is MVGIVHFNK. The MHC is HLA-B15:01 with pseudo-sequence HLA-B15:01. The binding affinity (normalized) is 0.0847. (2) The peptide sequence is SHEQGDIAL. The binding affinity (normalized) is 0.0847. The MHC is HLA-A69:01 with pseudo-sequence HLA-A69:01. (3) The peptide sequence is RELVRKTRF. The MHC is HLA-A03:01 with pseudo-sequence HLA-A03:01. The binding affinity (normalized) is 0.0847. (4) The peptide sequence is IINAHRIPK. The MHC is HLA-A02:01 with pseudo-sequence HLA-A02:01. The binding affinity (normalized) is 0.0797. (5) The peptide sequence is RAFDIYNEK. The MHC is HLA-A31:01 with pseudo-sequence HLA-A31:01. The binding affinity (normalized) is 0.569. (6) The peptide sequence is IHIPGDTLF. The MHC is HLA-B07:02 with pseudo-sequence HLA-B07:02. The binding affinity (normalized) is 0.213.